From a dataset of Rat liver microsome stability data. Regression/Classification. Given a drug SMILES string, predict its absorption, distribution, metabolism, or excretion properties. Task type varies by dataset: regression for continuous measurements (e.g., permeability, clearance, half-life) or binary classification for categorical outcomes (e.g., BBB penetration, CYP inhibition). Dataset: rlm. (1) The drug is C[C@@H](OC(=O)N1CCC(O[C@H]2CC[C@H](Oc3cnc(S(C)(=O)=O)cn3)CC2)CC1)C(F)(F)F. The result is 0 (unstable in rat liver microsomes). (2) The compound is O=C(C1CCN(c2nc(-c3ccc(Br)cc3)cs2)CC1)N1CCNCC1. The result is 0 (unstable in rat liver microsomes). (3) The compound is CC(C)(CNC(=O)c1cccc(C(F)(F)F)c1)CN(C1=NS(=O)(=O)c2cc(F)ccc21)c1ccccc1. The result is 0 (unstable in rat liver microsomes). (4) The drug is CCOc1ccccc1CNS(=O)(=O)c1ccc(-c2cnc(C3CC3)o2)cc1. The result is 1 (stable in rat liver microsomes). (5) The molecule is O=C(Nc1nc(-c2ccccc2)cs1)c1ccncc1NS(=O)(=O)c1ccc(Cl)cc1. The result is 1 (stable in rat liver microsomes). (6) The compound is CCOC(=O)N1CCc2c(sc(NCc3ccc(N(C)C)cc3)c2C(=O)Nc2ccc(OC)cc2)C1. The result is 0 (unstable in rat liver microsomes). (7) The drug is O=C1Nc2ccccc2C1=Cc1ccnc2ccccc12. The result is 1 (stable in rat liver microsomes).